The task is: Predict which catalyst facilitates the given reaction.. This data is from Catalyst prediction with 721,799 reactions and 888 catalyst types from USPTO. (1) Product: [Cl:1][CH2:2][CH2:3][CH2:4][O:5][C:6]1[CH:11]=[CH:10][C:9]([C:12]2[S:13][C:14]([CH2:18][C:19]([OH:21])=[O:20])=[C:15]([CH3:17])[N:16]=2)=[CH:8][CH:7]=1. The catalyst class is: 8. Reactant: [Cl:1][CH2:2][CH2:3][CH2:4][O:5][C:6]1[CH:11]=[CH:10][C:9]([C:12]2[S:13][C:14]([CH2:18][C:19]([O:21]CC)=[O:20])=[C:15]([CH3:17])[N:16]=2)=[CH:8][CH:7]=1.[OH-].[Na+].Cl. (2) Reactant: [Cl:1][C:2]1[C:3]([F:31])=[C:4]([CH:8]2[C:12]([C:15]3[CH:20]=[CH:19][C:18]([Cl:21])=[CH:17][C:16]=3[F:22])([C:13]#[N:14])[CH:11]([CH2:23][C:24]([CH3:27])([CH3:26])[CH3:25])[NH:10][CH:9]2[C:28]([OH:30])=O)[CH:5]=[CH:6][CH:7]=1.CN(C(ON1N=NC2C=CC=NC1=2)=[N+](C)C)C.F[P-](F)(F)(F)(F)F.CCN(C(C)C)C(C)C.[OH:65][C:66]([CH3:70])([CH3:69])[CH2:67][NH2:68]. Product: [OH:65][C:66]([CH3:70])([CH3:69])[CH2:67][NH:68][C:28]([CH:9]1[CH:8]([C:4]2[CH:5]=[CH:6][CH:7]=[C:2]([Cl:1])[C:3]=2[F:31])[C:12]([C:15]2[CH:20]=[CH:19][C:18]([Cl:21])=[CH:17][C:16]=2[F:22])([C:13]#[N:14])[CH:11]([CH2:23][C:24]([CH3:25])([CH3:27])[CH3:26])[NH:10]1)=[O:30]. The catalyst class is: 2. (3) Reactant: [F:1][C:2]1[CH:7]=[CH:6][C:5]([N:8]=[C:9]=[O:10])=[CH:4][CH:3]=1.CCN(CC)CC.[OH:18][CH2:19][CH2:20][O:21][C:22]1[C:27]([CH3:28])=[CH:26][C:25]([C:29]2[NH:38][C:37](=[O:39])[C:36]3[C:31](=[CH:32][C:33]([O:42][CH3:43])=[CH:34][C:35]=3[O:40][CH3:41])[N:30]=2)=[CH:24][C:23]=1[CH3:44]. Product: [F:1][C:2]1[CH:7]=[CH:6][C:5]([NH:8][C:9](=[O:10])[O:18][CH2:19][CH2:20][O:21][C:22]2[C:27]([CH3:28])=[CH:26][C:25]([C:29]3[NH:38][C:37](=[O:39])[C:36]4[C:31](=[CH:32][C:33]([O:42][CH3:43])=[CH:34][C:35]=4[O:40][CH3:41])[N:30]=3)=[CH:24][C:23]=2[CH3:44])=[CH:4][CH:3]=1. The catalyst class is: 49.